From a dataset of Catalyst prediction with 721,799 reactions and 888 catalyst types from USPTO. Predict which catalyst facilitates the given reaction. (1) Reactant: [Cl:1][C:2]1[CH:20]=[CH:19][C:5]([O:6][C:7]2[CH:18]=[CH:17][C:10]([O:11][C@@H:12]3[CH2:16][CH2:15][NH:14][CH2:13]3)=[CH:9][CH:8]=2)=[CH:4][CH:3]=1.[CH3:21][O:22][C:23](=[O:28])[CH2:24][CH2:25][CH2:26]Br.C(=O)([O-])[O-].[K+].[K+]. Product: [CH3:21][O:22][C:23](=[O:28])[CH2:24][CH2:25][CH2:26][N:14]1[CH2:15][CH2:16][C@@H:12]([O:11][C:10]2[CH:17]=[CH:18][C:7]([O:6][C:5]3[CH:19]=[CH:20][C:2]([Cl:1])=[CH:3][CH:4]=3)=[CH:8][CH:9]=2)[CH2:13]1. The catalyst class is: 9. (2) Reactant: [Cl:1][C:2]1[CH:10]=[CH:9][CH:8]=[C:7]([CH3:11])[C:3]=1[C:4](Cl)=[O:5].[F:12][C:13]([F:40])([F:39])[C:14]([CH2:34][NH:35][CH2:36][CH2:37]C)([OH:33])[CH2:15][NH:16][C:17]1[CH:25]=[CH:24][CH:23]=[C:22]2[C:18]=1[CH:19]=[N:20][N:21]2[C:26]1[CH:31]=[CH:30][C:29]([F:32])=[CH:28][CH:27]=1. Product: [Cl:1][C:2]1[CH:10]=[CH:9][CH:8]=[C:7]([CH3:11])[C:3]=1[C:4]([N:35]([CH2:36][CH3:37])[CH2:34][C:14]([CH2:15][NH:16][C:17]1[CH:25]=[CH:24][CH:23]=[C:22]2[C:18]=1[CH:19]=[N:20][N:21]2[C:26]1[CH:27]=[CH:28][C:29]([F:32])=[CH:30][CH:31]=1)([OH:33])[C:13]([F:12])([F:40])[F:39])=[O:5]. The catalyst class is: 22. (3) Reactant: [Cl:1][C:2]1[C:7]([Cl:8])=[CH:6][CH:5]=[CH:4][C:3]=1/[CH:9]=[CH:10]/[C:11](O)=[O:12].C(N(CC)CC)C.ClC(OCC(C)C)=O.[BH4-].[Na+]. Product: [Cl:1][C:2]1[C:7]([Cl:8])=[CH:6][CH:5]=[CH:4][C:3]=1/[CH:9]=[CH:10]/[CH2:11][OH:12]. The catalyst class is: 1.